From a dataset of Full USPTO retrosynthesis dataset with 1.9M reactions from patents (1976-2016). Predict the reactants needed to synthesize the given product. (1) Given the product [NH2:7][C@@H:8]([C:12]12[CH2:21][CH:16]3[CH2:17][CH:18]([CH2:20][C:14]([OH:22])([CH2:15]3)[CH2:13]1)[CH2:19]2)[C:9]([OH:11])=[O:10], predict the reactants needed to synthesize it. The reactants are: CC(C)(OC([NH:7][C@@H:8]([C:12]12[CH2:21][CH:16]3[CH2:17][CH:18]([CH2:20][C:14]([OH:22])([CH2:15]3)[CH2:13]1)[CH2:19]2)[C:9]([OH:11])=[O:10])=O)C.OC12CC3CC(CC(C(=O)C(O)=O)(C3)C1)C2. (2) Given the product [Cl:3][C:4]1[CH:9]=[CH:8][C:7]([C:10]2[CH:15]=[CH:14][CH:13]=[CH:12][C:11]=2[C@H:16]([O:34][P:35]([O:37][CH3:38])([O:39][CH3:40])=[O:36])[CH:17]2[CH2:22][CH2:21][N:20]([C:23]3[CH:33]=[CH:32][C:26]([C:27]([OH:29])=[O:28])=[CH:25][CH:24]=3)[CH2:19][CH2:18]2)=[CH:6][CH:5]=1, predict the reactants needed to synthesize it. The reactants are: [OH-].[Li+].[Cl:3][C:4]1[CH:9]=[CH:8][C:7]([C:10]2[CH:15]=[CH:14][CH:13]=[CH:12][C:11]=2[C@H:16]([O:34][P:35]([O:39][CH3:40])([O:37][CH3:38])=[O:36])[CH:17]2[CH2:22][CH2:21][N:20]([C:23]3[CH:33]=[CH:32][C:26]([C:27]([O:29]CC)=[O:28])=[CH:25][CH:24]=3)[CH2:19][CH2:18]2)=[CH:6][CH:5]=1.C1COCC1.O.